Dataset: Reaction yield outcomes from USPTO patents with 853,638 reactions. Task: Predict the reaction yield, written as a fraction of the theoretical maximum amount of product (1.0 means a 100% yield; for example, 0.34 means a 34% yield). (1) The reactants are CS(C)=O.C(Cl)(=O)C(Cl)=O.[OH:11][CH:12]1[C:16]2[N:17]=[CH:18][N:19]=[C:20]([N:21]3[CH2:26][CH2:25][N:24]([C:27]([O:29][C:30]([CH3:33])([CH3:32])[CH3:31])=[O:28])[CH2:23][CH2:22]3)[C:15]=2[C@H:14]([CH3:34])[CH2:13]1.CCN(CC)CC. The catalyst is C(Cl)Cl.CCOC(C)=O.O. The product is [CH3:34][C@H:14]1[C:15]2[C:20]([N:21]3[CH2:26][CH2:25][N:24]([C:27]([O:29][C:30]([CH3:33])([CH3:32])[CH3:31])=[O:28])[CH2:23][CH2:22]3)=[N:19][CH:18]=[N:17][C:16]=2[C:12](=[O:11])[CH2:13]1. The yield is 0.823. (2) The reactants are [CH3:1][C:2]1[CH:10]=[CH:9][C:5]([C:6]([OH:8])=O)=[CH:4][C:3]=1[N+:11]([O-:13])=[O:12].CN(C(ON1N=NC2C=CC=NC1=2)=[N+](C)C)C.F[P-](F)(F)(F)(F)F.CCN(C(C)C)C(C)C.[F:47][C:48]([F:57])([F:56])[C:49]1[CH:50]=[C:51]([CH:53]=[CH:54][CH:55]=1)[NH2:52]. The catalyst is C(OCC)(=O)C.CN(C)C=O. The yield is 0.740. The product is [CH3:1][C:2]1[CH:10]=[CH:9][C:5]([C:6]([NH:52][C:51]2[CH:53]=[CH:54][CH:55]=[C:49]([C:48]([F:47])([F:56])[F:57])[CH:50]=2)=[O:8])=[CH:4][C:3]=1[N+:11]([O-:13])=[O:12]. (3) The yield is 0.620. The product is [Br:19][C:20]1[CH:28]=[CH:27][C:23]([C:24]([N:2]([CH3:1])[C@@H:3]([CH2:10][CH3:11])[CH2:4][N:5]2[CH2:9][CH2:8][CH2:7][CH2:6]2)=[O:25])=[CH:22][CH:21]=1. The reactants are [CH3:1][NH:2][C@@H:3]([CH2:10][CH3:11])[CH2:4][N:5]1[CH2:9][CH2:8][CH2:7][CH2:6]1.CN1CCOCC1.[Br:19][C:20]1[CH:28]=[CH:27][C:23]([C:24](Cl)=[O:25])=[CH:22][CH:21]=1. The catalyst is C(Cl)Cl.